This data is from Reaction yield outcomes from USPTO patents with 853,638 reactions. The task is: Predict the reaction yield, written as a fraction of the theoretical maximum amount of product (1.0 means a 100% yield; for example, 0.34 means a 34% yield). (1) The reactants are [NH2:1][C:2]1[C:7]([NH:8][CH2:9][C:10](OCC)=[O:11])=[CH:6][CH:5]=[C:4]([Cl:15])[N:3]=1.[H-].[Na+].Cl. The catalyst is O1CCOCC1. The product is [Cl:15][C:4]1[CH:5]=[CH:6][C:7]2[NH:8][CH2:9][C:10](=[O:11])[NH:1][C:2]=2[N:3]=1. The yield is 0.680. (2) The reactants are F[C:2]1[CH:7]=[CH:6][C:5]([N+:8]([O-:10])=[O:9])=[C:4]([O:11][CH3:12])[CH:3]=1.C(=O)([O-])[O-].[K+].[K+].CN(C)C=O.Cl.O.[NH:26]1[CH2:31][CH2:30][C:29](=[O:32])[CH2:28][CH2:27]1. The catalyst is O. The product is [CH3:12][O:11][C:4]1[CH:3]=[C:2]([N:26]2[CH2:31][CH2:30][C:29](=[O:32])[CH2:28][CH2:27]2)[CH:7]=[CH:6][C:5]=1[N+:8]([O-:10])=[O:9]. The yield is 0.789. (3) The reactants are [F:1][CH2:2][C@H:3]1[CH2:7][N:6]([C@@H:8]([C:10]2[CH:15]=[CH:14][CH:13]=[CH:12][CH:11]=2)[CH3:9])[C:5](=[O:16])[CH2:4]1.Cl[C:18]([O:20][CH2:21][CH3:22])=[O:19].C[Si]([N-][Si](C)(C)C)(C)C.[Li+].[Cl-].[NH4+]. The catalyst is O1CCCC1. The product is [F:1][CH2:2][C@H:3]1[CH2:7][N:6]([C@@H:8]([C:10]2[CH:15]=[CH:14][CH:13]=[CH:12][CH:11]=2)[CH3:9])[C:5](=[O:16])[C@@H:4]1[C:18]([O:20][CH2:21][CH3:22])=[O:19]. The yield is 0.770. (4) The yield is 0.850. The catalyst is C1COCC1.CCOC(C)=O.Cl[Pd](Cl)([P](C1C=CC=CC=1)(C1C=CC=CC=1)C1C=CC=CC=1)[P](C1C=CC=CC=1)(C1C=CC=CC=1)C1C=CC=CC=1.[Cu](I)I.C1(P(C2C=CC=CC=2)C2C=CC=CC=2)C=CC=CC=1. The product is [NH2:1][C@@H:2]1[CH2:7][CH2:6][CH2:5][N:4]([C:8]2[N:9]([CH2:16][C:17]3[CH:24]=[CH:23][CH:22]=[CH:21][C:18]=3[C:19]#[N:20])[C:10](=[O:15])[C:11]([C:30]#[C:29][Si:26]([CH3:28])([CH3:27])[CH3:25])=[CH:12][N:13]=2)[CH2:3]1. The reactants are [NH2:1][C@@H:2]1[CH2:7][CH2:6][CH2:5][N:4]([C:8]2[N:9]([CH2:16][C:17]3[CH:24]=[CH:23][CH:22]=[CH:21][C:18]=3[C:19]#[N:20])[C:10](=[O:15])[C:11](Br)=[CH:12][N:13]=2)[CH2:3]1.[CH3:25][Si:26]([C:29]#[CH:30])([CH3:28])[CH3:27].C(N(CC)CC)C. (5) The reactants are N(C(OC(C)(C)C)=O)=NC(OC(C)(C)C)=O.[Cl:17][C:18]1[CH:23]=[CH:22][C:21]([CH:24](O)[CH2:25][C:26]2[N:27]([C:31]([C:44]3[CH:49]=[CH:48][CH:47]=[CH:46][CH:45]=3)([C:38]3[CH:43]=[CH:42][CH:41]=[CH:40][CH:39]=3)[C:32]3[CH:37]=[CH:36][CH:35]=[CH:34][CH:33]=3)[CH:28]=[CH:29][N:30]=2)=[CH:20][CH:19]=1.[C:51]1(=[O:61])[NH:55][C:54](=[O:56])[C:53]2=[CH:57][CH:58]=[CH:59][CH:60]=[C:52]12.C1(P(C2C=CC=CC=2)C2C=CC=CC=2)C=CC=CC=1. The catalyst is C1COCC1. The product is [Cl:17][C:18]1[CH:19]=[CH:20][C:21]([CH:24]([N:55]2[C:51](=[O:61])[C:52]3[C:53](=[CH:57][CH:58]=[CH:59][CH:60]=3)[C:54]2=[O:56])[CH2:25][C:26]2[N:27]([C:31]([C:38]3[CH:39]=[CH:40][CH:41]=[CH:42][CH:43]=3)([C:44]3[CH:45]=[CH:46][CH:47]=[CH:48][CH:49]=3)[C:32]3[CH:37]=[CH:36][CH:35]=[CH:34][CH:33]=3)[CH:28]=[CH:29][N:30]=2)=[CH:22][CH:23]=1. The yield is 1.02. (6) The reactants are [Cl:1][C:2]1[CH:7]=[CH:6][C:5]([O:8][CH:9]2[CH2:14][CH2:13][CH:12]([CH2:15][N:16]=[N+]=[N-])[CH2:11][CH2:10]2)=[CH:4][CH:3]=1.[F:19][C:20]1[CH:21]=[C:22]([CH:26]=[CH:27][C:28]=1[OH:29])[C:23](O)=[O:24].CCN=C=NCCCN(C)C.C1C=CC2N(O)N=NC=2C=1.CCN(CC)CC. The catalyst is CO.[Pd]. The product is [Cl:1][C:2]1[CH:7]=[CH:6][C:5]([O:8][CH:9]2[CH2:14][CH2:13][CH:12]([CH2:15][NH:16][C:23](=[O:24])[C:22]3[CH:26]=[CH:27][C:28]([OH:29])=[C:20]([F:19])[CH:21]=3)[CH2:11][CH2:10]2)=[CH:4][CH:3]=1. The yield is 0.0600. (7) The reactants are [CH2:1]([S-:3])[CH3:2].[Na+].ClN([C:14]1[C:23]2[C:18](=[CH:19][C:20]([O:26][CH2:27][CH2:28][CH2:29]Cl)=[C:21]([O:24][CH3:25])[CH:22]=2)[N:17]=[CH:16][N:15]=1)C1C=CC=CC=1F. The catalyst is CN(C=O)C.O. The yield is 0.400. The product is [CH2:1]([S:3][CH2:29][CH2:28][CH2:27][O:26][C:20]1[CH:19]=[C:18]2[C:23]([CH:14]=[N:15][CH:16]=[N:17]2)=[CH:22][C:21]=1[O:24][CH3:25])[CH3:2]. (8) The reactants are [OH:1][C:2]1[CH:6]=[CH:5][N:4]([C:7](=[O:9])[CH3:8])[N:3]=1.C(=O)([O-])[O-].[K+].[K+].CN(C=O)C.Br[CH2:22][CH:23]([CH3:25])[CH3:24]. The catalyst is C(OCC)(=O)C.O.ClCCl. The product is [CH2:22]([O:1][C:2]1[CH:6]=[CH:5][N:4]([C:7](=[O:9])[CH3:8])[N:3]=1)[CH:23]([CH3:25])[CH3:24]. The yield is 0.540. (9) The reactants are [H-].[Li+].[Al+3].[H-].[H-].[H-].[C:7]1(/[CH:13]=[CH:14]/[C:15]2[O:16][CH:17]=[C:18]([CH2:20][O:21][C:22]3[CH:27]=[CH:26][C:25]([CH2:28][CH2:29][CH2:30][C:31](OCC)=[O:32])=[CH:24][CH:23]=3)[N:19]=2)[CH:12]=[CH:11][CH:10]=[CH:9][CH:8]=1.O1CCCC1.Cl. The catalyst is C(OCC)C.O. The product is [C:7]1(/[CH:13]=[CH:14]/[C:15]2[O:16][CH:17]=[C:18]([CH2:20][O:21][C:22]3[CH:23]=[CH:24][C:25]([CH2:28][CH2:29][CH2:30][CH2:31][OH:32])=[CH:26][CH:27]=3)[N:19]=2)[CH:8]=[CH:9][CH:10]=[CH:11][CH:12]=1. The yield is 0.740. (10) The reactants are [S:1]1([C:12]2[C:7](=[CH:8][CH:9]=[CH:10][CH:11]=2)[C:5](=[O:6])[NH:4]1)(=[O:3])=[O:2].[H-].[Na+].Br[CH2:16][CH2:17][CH2:18][CH2:19][O:20][C:21]1[CH:26]=[CH:25][CH:24]=[C:23]([N+:27]([O-:29])=[O:28])[CH:22]=1. The catalyst is CN(C=O)C. The product is [N+:27]([C:23]1[CH:22]=[C:21]([CH:26]=[CH:25][CH:24]=1)[O:20][CH2:19][CH2:18][CH2:17][CH2:16][N:4]1[C:5](=[O:6])[C:7]2[C:12](=[CH:11][CH:10]=[CH:9][CH:8]=2)[S:1]1(=[O:2])=[O:3])([O-:29])=[O:28]. The yield is 0.550.